This data is from Forward reaction prediction with 1.9M reactions from USPTO patents (1976-2016). The task is: Predict the product of the given reaction. (1) Given the reactants Cl[C:2]1[N:7]=[C:6]([NH:8][C:9]2[CH:13]=[C:12]([CH:14]3[CH2:16][CH2:15]3)[NH:11][N:10]=2)[C:5]([N+:17]([O-:19])=[O:18])=[CH:4][N:3]=1.Cl.[F:21][C:22]1[CH:23]=[N:24][C:25]([C@@H:28]([NH2:30])[CH3:29])=[N:26][CH:27]=1.C(N(C(C)C)CC)(C)C, predict the reaction product. The product is: [CH:14]1([C:12]2[NH:11][N:10]=[C:9]([NH:8][C:6]3[C:5]([N+:17]([O-:19])=[O:18])=[CH:4][N:3]=[C:2]([NH:30][C@H:28]([C:25]4[N:26]=[CH:27][C:22]([F:21])=[CH:23][N:24]=4)[CH3:29])[N:7]=3)[CH:13]=2)[CH2:16][CH2:15]1. (2) Given the reactants Br[C:2]1[CH:3]=[C:4]([CH:7]=[C:8]([F:10])[CH:9]=1)[C:5]#[N:6].[CH:11]([B-](F)(F)F)=[CH2:12].[K+], predict the reaction product. The product is: [F:10][C:8]1[CH:7]=[C:4]([CH:3]=[C:2]([CH:11]=[CH2:12])[CH:9]=1)[C:5]#[N:6]. (3) The product is: [F:29][C:30]([F:35])([F:34])[C:31]([OH:33])=[O:32].[F:29][C:30]([F:35])([F:34])[C:31]([OH:33])=[O:32].[CH3:1][N:2]([CH:16]1[CH2:21][CH2:20][NH:19][CH2:18][CH2:17]1)[C:3]([N:5]1[CH:9]=[C:8]([C:10]2[CH:11]=[N:12][CH:13]=[CH:14][CH:15]=2)[N:7]=[CH:6]1)=[O:4]. Given the reactants [CH3:1][N:2]([CH:16]1[CH2:21][CH2:20][N:19](C(OC(C)(C)C)=O)[CH2:18][CH2:17]1)[C:3]([N:5]1[CH:9]=[C:8]([C:10]2[CH:11]=[N:12][CH:13]=[CH:14][CH:15]=2)[N:7]=[CH:6]1)=[O:4].[F:29][C:30]([F:35])([F:34])[C:31]([OH:33])=[O:32], predict the reaction product. (4) Given the reactants C(Cl)(=O)C(Cl)=O.CS(C)=O.[C:11]([N:18]1[CH2:26][CH:25]([OH:27])[CH2:24][C@H:19]1[C:20]([O:22][CH3:23])=[O:21])([O:13][C:14]([CH3:17])([CH3:16])[CH3:15])=[O:12], predict the reaction product. The product is: [C:11]([N:18]1[CH2:26][C:25](=[O:27])[CH2:24][C@H:19]1[C:20]([O:22][CH3:23])=[O:21])([O:13][C:14]([CH3:17])([CH3:16])[CH3:15])=[O:12]. (5) Given the reactants Cl.Cl.C[O:4][C:5]1[CH:10]=[CH:9][C:8](N2CCNCC2)=[CH:7][CH:6]=1.[C:17](Cl)(=O)[CH2:18][CH:19](C)[CH3:20].[F:24][C:25]1[CH:30]=[C:29]([O:31][CH3:32])[C:28]([F:33])=[CH:27][C:26]=1[N:34]1[CH2:39][CH2:38][NH:37][CH2:36][CH2:35]1, predict the reaction product. The product is: [C:5]([N:37]1[CH2:38][CH2:39][N:34]([C:26]2[CH:27]=[C:28]([F:33])[C:29]([O:31][CH3:32])=[CH:30][C:25]=2[F:24])[CH2:35][CH2:36]1)(=[O:4])[CH2:10][CH2:9][CH2:8][CH2:7][CH2:6][CH2:17][CH2:18][CH2:19][CH3:20]. (6) Given the reactants [CH2:1]([N:3]1[C:7]([CH3:8])=[C:6]([CH:9]=[O:10])[N:5]=[CH:4]1)[CH3:2].[BH4-].[Na+].O, predict the reaction product. The product is: [CH2:1]([N:3]1[C:7]([CH3:8])=[C:6]([CH2:9][OH:10])[N:5]=[CH:4]1)[CH3:2]. (7) Given the reactants CO[C:3](=[O:17])[C:4]([C:6]1[CH:7]=[C:8]([F:16])[CH:9]=[C:10]2[C:14]=1[N:13]([CH3:15])[CH:12]=[CH:11]2)=O.[NH:18]1[C:26]2[C:21](=[CH:22][CH:23]=[CH:24][CH:25]=2)[C:20]([CH2:27][C:28]([NH2:30])=[O:29])=[CH:19]1.CC(C)([O-])C.[K+].C1COCC1, predict the reaction product. The product is: [CH3:15][N:13]1[C:14]2[C:10](=[CH:9][C:8]([F:16])=[CH:7][C:6]=2[C:4]2[C:3](=[O:17])[NH:30][C:28](=[O:29])[C:27]=2[C:20]2[C:21]3[C:26](=[CH:25][CH:24]=[CH:23][CH:22]=3)[NH:18][CH:19]=2)[CH:11]=[CH:12]1.